From a dataset of Peptide-MHC class II binding affinity with 134,281 pairs from IEDB. Regression. Given a peptide amino acid sequence and an MHC pseudo amino acid sequence, predict their binding affinity value. This is MHC class II binding data. The peptide sequence is ALSINELSNLAKGEK. The MHC is DRB1_0401 with pseudo-sequence DRB1_0401. The binding affinity (normalized) is 0.447.